From a dataset of Reaction yield outcomes from USPTO patents with 853,638 reactions. Predict the reaction yield, written as a fraction of the theoretical maximum amount of product (1.0 means a 100% yield; for example, 0.34 means a 34% yield). (1) The reactants are [Cl:1][C:2]1[C:3]([CH3:18])=[C:4]([CH:15]=[CH:16][N:17]=1)[C:5](N(C)C1C=CC=CC=1)=[O:6].CC(C[AlH]CC(C)C)C.C(C(C(C([O-])=O)O)O)([O-])=O.[Na+].[K+]. The catalyst is C(Cl)Cl. The product is [Cl:1][C:2]1[C:3]([CH3:18])=[C:4]([CH:5]=[O:6])[CH:15]=[CH:16][N:17]=1. The yield is 0.780. (2) The reactants are [CH:1]1([C:4](=[O:17])[C:5]2[CH:10]=[CH:9][C:8]([C:11]([CH3:16])([CH3:15])[C:12]([OH:14])=[O:13])=[CH:7][CH:6]=2)[CH2:3][CH2:2]1.C[Si]([I:22])(C)C.S(=O)(O)[O-].[Na+]. The catalyst is C(Cl)Cl. The product is [I:22][CH2:3][CH2:2][CH2:1][C:4]([C:5]1[CH:10]=[CH:9][C:8]([C:11]([CH3:16])([CH3:15])[C:12]([OH:14])=[O:13])=[CH:7][CH:6]=1)=[O:17]. The yield is 0.770.